Dataset: Peptide-MHC class I binding affinity with 185,985 pairs from IEDB/IMGT. Task: Regression. Given a peptide amino acid sequence and an MHC pseudo amino acid sequence, predict their binding affinity value. This is MHC class I binding data. The peptide sequence is SPPAYVQQIP. The MHC is Mamu-A01 with pseudo-sequence Mamu-A01. The binding affinity (normalized) is 0.618.